This data is from Full USPTO retrosynthesis dataset with 1.9M reactions from patents (1976-2016). The task is: Predict the reactants needed to synthesize the given product. (1) Given the product [C:10]([O:9][C:7]([N:4]1[CH:5]=[CH:6][C:2]([CH3:1])=[N:3]1)=[O:8])([CH3:13])([CH3:12])[CH3:11], predict the reactants needed to synthesize it. The reactants are: [CH3:1][C:2]1[CH:6]=[CH:5][NH:4][N:3]=1.[C:7](O[C:7]([O:9][C:10]([CH3:13])([CH3:12])[CH3:11])=[O:8])([O:9][C:10]([CH3:13])([CH3:12])[CH3:11])=[O:8]. (2) Given the product [F:11][C:12]1[CH:31]=[CH:30][CH:29]=[CH:28][C:13]=1[CH2:14][N:15]1[C:19]2=[N:20][CH:21]=[CH:32][CH:23]=[C:18]2[C:17]([C:24]2[N:25]=[N:26][C:3]([C:2]([F:10])([F:9])[F:1])=[C:4]([OH:5])[N:27]=2)=[N:16]1, predict the reactants needed to synthesize it. The reactants are: [F:1][C:2]([F:10])([F:9])[C:3](=O)[C:4](OC)=[O:5].[F:11][C:12]1[CH:31]=[CH:30][CH:29]=[CH:28][C:13]=1[CH2:14][N:15]1[C:19]2=[N:20][CH:21]=N[CH:23]=[C:18]2[C:17]([C:24](=[NH:27])[NH:25][NH2:26])=[N:16]1.[CH2:32](O)C. (3) Given the product [S:34]1[CH:35]=[CH:36][N:37]=[C:33]1[NH:8][S:9]([C:12]1[CH:13]=[CH:14][C:15]2[N:20]([C:21]3[CH:31]=[CH:30][CH:29]=[CH:28][C:22]=3[O:23][CH2:24][C:25]([NH2:27])=[O:26])[CH2:19][CH2:18][O:17][C:16]=2[CH:32]=1)(=[O:10])=[O:11], predict the reactants needed to synthesize it. The reactants are: COC1C=CC(C[N:8]([C:33]2[S:34][CH:35]=[CH:36][N:37]=2)[S:9]([C:12]2[CH:13]=[CH:14][C:15]3[N:20]([C:21]4[CH:31]=[CH:30][CH:29]=[CH:28][C:22]=4[O:23][CH2:24][C:25]([NH2:27])=[O:26])[CH2:19][CH2:18][O:17][C:16]=3[CH:32]=2)(=[O:11])=[O:10])=CC=1.C(O)(C(F)(F)F)=O. (4) Given the product [C:1]([OH:9])(=[O:8])[C:2]1[CH:7]=[CH:6][CH:5]=[CH:4][CH:3]=1.[CH3:22][C:23]([CH3:31])([CH:26]([OH:30])[CH:27]([CH3:29])[CH3:28])[CH2:24][OH:25].[C:11]1([CH3:21])[C:12]([C:17]([O-:19])=[O:18])=[CH:13][CH:14]=[CH:15][CH:16]=1, predict the reactants needed to synthesize it. The reactants are: [C:1]([O:9]C)(=[O:8])[C:2]1[CH:7]=[CH:6][CH:5]=[CH:4][CH:3]=1.[C:11]1([CH3:21])[C:12]([C:17]([O:19]C)=[O:18])=[CH:13][CH:14]=[CH:15][CH:16]=1.[CH3:22][C:23]([CH3:31])([CH:26]([OH:30])[CH:27]([CH3:29])[CH3:28])[CH2:24][OH:25].C[O-].[K+]. (5) Given the product [CH3:1][O:2][C:3]([CH:5]1[CH2:10][CH2:9][N:8]([S:11]([CH2:14][C:15]2[C:24]3[C:19](=[CH:20][C:21]([O:41][CH3:38])=[CH:22][CH:23]=3)[N:18]([CH2:25][CH3:26])[C:17]([CH3:27])([CH3:28])[CH:16]=2)(=[O:13])=[O:12])[CH2:7][CH2:6]1)=[O:4], predict the reactants needed to synthesize it. The reactants are: [CH3:1][O:2][C:3]([CH:5]1[CH2:10][CH2:9][N:8]([S:11]([CH2:14][C:15]2[C:24]3[C:19](=[CH:20][CH:21]=[CH:22][CH:23]=3)[N:18]([CH2:25][CH3:26])[C:17]([CH3:28])([CH3:27])[CH:16]=2)(=[O:13])=[O:12])[CH2:7][CH2:6]1)=[O:4].C(N1C2C(=CC=[C:38]([O:41]C)C=2)C(CS(Cl)(=O)=O)=CC1(C)C)C. (6) The reactants are: BrCCO[Si](C(C)(C)C)(C)C.Cl[CH2:13][C:14]1[CH:21]=[CH:20][C:17]([C:18]#[N:19])=[CH:16][CH:15]=1.[CH3:22][C:23]1[CH:27]=[C:26]([N:28]2[CH2:32][CH2:31][NH:30][C:29]2=[O:33])[S:25][C:24]=1[C:34]([O:36][CH2:37][CH3:38])=[O:35]. Given the product [C:18]([C:17]1[CH:20]=[CH:21][C:14]([CH2:13][N:30]2[CH2:31][CH2:32][N:28]([C:26]3[S:25][C:24]([C:34]([O:36][CH2:37][CH3:38])=[O:35])=[C:23]([CH3:22])[CH:27]=3)[C:29]2=[O:33])=[CH:15][CH:16]=1)#[N:19], predict the reactants needed to synthesize it. (7) Given the product [NH:13]([C:22]([O:24][CH2:25][C:26]1[CH:27]=[CH:46][CH:47]=[CH:48][CH:49]=1)=[O:23])[C@H:12]([C:14]([OH:16])=[O:15])[CH2:29][C:32](=[O:33])[O:34][C:39]([CH3:41])([CH3:54])[CH3:40].[C:1]1([CH2:11][C@@H:12]([C:14]([OH:16])=[O:15])[NH2:13])[C:10]2[C:5](=[CH:6][CH:7]=[CH:8][CH:9]=2)[CH:4]=[CH:3][CH:2]=1.[NH2:17][C@H:18]([C:22]([O:24][CH2:25][CH:26]=[CH2:27])=[O:23])[CH:19]([CH3:21])[CH3:20], predict the reactants needed to synthesize it. The reactants are: [C:1]1([CH2:11][C@@H:12]([C:14]([OH:16])=[O:15])[NH2:13])[C:10]2[C:5](=[CH:6][CH:7]=[CH:8][CH:9]=2)[CH:4]=[CH:3][CH:2]=1.[NH2:17][C@H:18]([C:22]([O:24][CH2:25][CH:26]=[CH2:27])=[O:23])[CH:19]([CH3:21])[CH3:20].F[C:29]([C:32]([OH:34])=[O:33])(F)F.C(N(CC)[CH:39]([CH3:41])[CH3:40])(C)C.C1C=[CH:46][C:47]2N(O)N=N[C:48]=2[CH:49]=1.[CH2:54](Cl)CCl.